From a dataset of Reaction yield outcomes from USPTO patents with 853,638 reactions. Predict the reaction yield, written as a fraction of the theoretical maximum amount of product (1.0 means a 100% yield; for example, 0.34 means a 34% yield). (1) The reactants are C1CCC(N=C=NC2CCCCC2)CC1.[C:16]([O:20][C:21]([N:23]1[CH2:28][CH2:27][CH:26]([C:29]([OH:31])=O)[CH2:25][CH2:24]1)=[O:22])([CH3:19])([CH3:18])[CH3:17].[CH3:32][O:33][C:34]1[CH:35]=[C:36]2[C:41](=[CH:42][C:43]=1[O:44][CH3:45])[CH2:40][NH:39][CH2:38][CH2:37]2.C1(NC(N)=O)CCCCC1. The catalyst is CN(C1C=CN=CC=1)C.ClCCl. The product is [C:16]([O:20][C:21]([N:23]1[CH2:24][CH2:25][CH:26]([C:29]([N:39]2[CH2:38][CH2:37][C:36]3[C:41](=[CH:42][C:43]([O:44][CH3:45])=[C:34]([O:33][CH3:32])[CH:35]=3)[CH2:40]2)=[O:31])[CH2:27][CH2:28]1)=[O:22])([CH3:17])([CH3:18])[CH3:19]. The yield is 0.850. (2) The reactants are [OH:1][C:2]1[CH:3]=[C:4]([CH:7]=[CH:8][C:9]=1[O:10][CH3:11])[CH:5]=[O:6].[CH3:12][O:13][CH2:14][CH2:15][CH2:16]Br.C(=O)([O-])[O-].[K+].[K+].O. The catalyst is C(#N)C.C(OCC)(=O)C. The product is [CH3:11][O:10][C:9]1[CH:8]=[CH:7][C:4]([CH:5]=[O:6])=[CH:3][C:2]=1[O:1][CH2:16][CH2:15][CH2:14][O:13][CH3:12]. The yield is 1.00. (3) The reactants are C([O:4][C@H:5]1[C@@H:31]([O:32]C(=O)C)[C@H:30]([O:36]C(=O)C)[C@@H:29]([CH2:40][O:41]C(=O)C)[O:28][C@@H:6]1[O:7][C:8]1[CH:13]=[CH:12][C:11]([N:14]2[C:22]3[C:17](=[CH:18][C:19]([N+:23]([O-:25])=[O:24])=[CH:20][CH:21]=3)[CH:16]=[CH:15]2)=[CH:10][C:9]=1[O:26][CH3:27])(=O)C.CO[Na].CO. The catalyst is CO. The product is [O:7]([C:8]1[CH:13]=[CH:12][C:11]([N:14]2[C:22]3[C:17](=[CH:18][C:19]([N+:23]([O-:25])=[O:24])=[CH:20][CH:21]=3)[CH:16]=[CH:15]2)=[CH:10][C:9]=1[O:26][CH3:27])[C@H:6]1[O:28][C@H:29]([CH2:40][OH:41])[C@@H:30]([OH:36])[C@H:31]([OH:32])[C@@H:5]1[OH:4]. The yield is 0.860. (4) The reactants are [CH:1](=O)[C:2]1[CH:7]=[CH:6][CH:5]=[CH:4][CH:3]=1.[CH3:9][O:10][C:11]1[CH:16]=[CH:15][C:14]([NH2:17])=[CH:13][CH:12]=1.N1CC[CH2:23][C@H:19]1[C:20](O)=[O:21].C(=O)CC.P([O-])([O-])([O-])=O.[BH4-].[Na+]. The catalyst is CN1C(=O)CCC1. The product is [CH3:9][O:10][C:11]1[CH:16]=[CH:15][C:14]([NH:17][C@H:1]([C:2]2[CH:7]=[CH:6][CH:5]=[CH:4][CH:3]=2)[C@H:19]([CH3:23])[CH2:20][OH:21])=[CH:13][CH:12]=1. The yield is 0.280.